Dataset: Full USPTO retrosynthesis dataset with 1.9M reactions from patents (1976-2016). Task: Predict the reactants needed to synthesize the given product. The reactants are: [CH2:1]([O:3][C:4]([C:6]1[C:14]2[C:13](=[O:15])[N:12]([CH3:16])[C:11](=[O:17])[N:10]([CH:18]([CH3:20])[CH3:19])[C:9]=2[S:8][CH:7]=1)=[O:5])[CH3:2].[C:21]1([N:27]2[CH:31]=[C:30]([CH:32]=[O:33])[CH:29]=[N:28]2)[CH:26]=[CH:25][CH:24]=[CH:23][CH:22]=1.CN1CCCN(C)C1=O.[Li+].CC([N-]C(C)C)C. Given the product [CH2:1]([O:3][C:4]([C:6]1[C:14]2[C:13](=[O:15])[N:12]([CH3:16])[C:11](=[O:17])[N:10]([CH:18]([CH3:19])[CH3:20])[C:9]=2[S:8][C:7]=1[CH:32]([OH:33])[C:30]1[CH:29]=[N:28][N:27]([C:21]2[CH:26]=[CH:25][CH:24]=[CH:23][CH:22]=2)[CH:31]=1)=[O:5])[CH3:2], predict the reactants needed to synthesize it.